Dataset: Full USPTO retrosynthesis dataset with 1.9M reactions from patents (1976-2016). Task: Predict the reactants needed to synthesize the given product. (1) Given the product [CH:1]1([N:5]2[CH2:6][CH2:7][N:8]([C:11]([C:13]3[CH:14]=[C:15]4[C:19](=[CH:20][CH:21]=3)[N:18]([C:37]3[CH:38]=[C:33]([CH3:32])[CH:34]=[CH:35][CH:36]=3)[C:17]([C:22]([N:24]3[CH2:29][CH2:28][S:27](=[O:30])(=[O:31])[CH2:26][CH2:25]3)=[O:23])=[CH:16]4)=[O:12])[CH2:9][CH2:10]2)[CH2:2][CH2:3][CH2:4]1, predict the reactants needed to synthesize it. The reactants are: [CH:1]1([N:5]2[CH2:10][CH2:9][N:8]([C:11]([C:13]3[CH:14]=[C:15]4[C:19](=[CH:20][CH:21]=3)[NH:18][C:17]([C:22]([N:24]3[CH2:29][CH2:28][S:27](=[O:31])(=[O:30])[CH2:26][CH2:25]3)=[O:23])=[CH:16]4)=[O:12])[CH2:7][CH2:6]2)[CH2:4][CH2:3][CH2:2]1.[CH3:32][C:33]1[CH:34]=[C:35](B(O)O)[CH:36]=[CH:37][CH:38]=1.N1C=CC=CC=1. (2) Given the product [NH:1]([C:42]([O:44][CH2:45][C:46]1[CH:47]=[CH:48][CH:49]=[CH:50][CH:51]=1)=[O:43])[C@H:2]([C:4]([NH:6][C@H:7]([C:9]([NH:11][C@H:12]([CH:36]=[O:37])[CH2:13][C:14](=[O:35])[NH:15][C:16]([C:17]1[CH:18]=[CH:19][CH:20]=[CH:21][CH:22]=1)([C:29]1[CH:30]=[CH:31][CH:32]=[CH:33][CH:34]=1)[C:23]1[CH:28]=[CH:27][CH:26]=[CH:25][CH:24]=1)=[O:10])[CH3:8])=[O:5])[CH3:3], predict the reactants needed to synthesize it. The reactants are: [NH:1]([C:42]([O:44][CH2:45][C:46]1[CH:51]=[CH:50][CH:49]=[CH:48][CH:47]=1)=[O:43])[C@H:2]([C:4]([NH:6][C@H:7]([C:9]([NH:11][C@H:12]([C:36](N(C)OC)=[O:37])[CH2:13][C:14](=[O:35])[NH:15][C:16]([C:29]1[CH:34]=[CH:33][CH:32]=[CH:31][CH:30]=1)([C:23]1[CH:28]=[CH:27][CH:26]=[CH:25][CH:24]=1)[C:17]1[CH:22]=[CH:21][CH:20]=[CH:19][CH:18]=1)=[O:10])[CH3:8])=[O:5])[CH3:3].[H-].[Al+3].[Li+].[H-].[H-].[H-].C(O)(=O)CC(CC(O)=O)(C(O)=O)O.